The task is: Predict the reactants needed to synthesize the given product.. This data is from Full USPTO retrosynthesis dataset with 1.9M reactions from patents (1976-2016). Given the product [C:11]([O:10][C:8]([N:5]1[C@@H:6]([CH3:7])[C@@H:2]([CH3:1])[CH2:3][C@H:4]1[C:15]([OH:17])=[O:16])=[O:9])([CH3:12])([CH3:14])[CH3:13], predict the reactants needed to synthesize it. The reactants are: [CH3:1][C@@H:2]1[C@H:6]([CH3:7])[N:5]([C:8]([O:10][C:11]([CH3:14])([CH3:13])[CH3:12])=[O:9])[C@H:4]([C:15]([O:17]CC)=[O:16])[CH2:3]1.CO.[OH-].[Li+].Cl.